This data is from NCI-60 drug combinations with 297,098 pairs across 59 cell lines. The task is: Regression. Given two drug SMILES strings and cell line genomic features, predict the synergy score measuring deviation from expected non-interaction effect. (1) Drug 1: CC1=C(C=C(C=C1)C(=O)NC2=CC(=CC(=C2)C(F)(F)F)N3C=C(N=C3)C)NC4=NC=CC(=N4)C5=CN=CC=C5. Synergy scores: CSS=2.98, Synergy_ZIP=2.62, Synergy_Bliss=2.69, Synergy_Loewe=-7.59, Synergy_HSA=-6.02. Drug 2: CC1CCC2CC(C(=CC=CC=CC(CC(C(=O)C(C(C(=CC(C(=O)CC(OC(=O)C3CCCCN3C(=O)C(=O)C1(O2)O)C(C)CC4CCC(C(C4)OC)O)C)C)O)OC)C)C)C)OC. Cell line: RXF 393. (2) Drug 1: C1=CC=C(C=C1)NC(=O)CCCCCCC(=O)NO. Drug 2: C1CC(=O)NC(=O)C1N2C(=O)C3=CC=CC=C3C2=O. Cell line: U251. Synergy scores: CSS=10.3, Synergy_ZIP=-4.56, Synergy_Bliss=3.72, Synergy_Loewe=-18.2, Synergy_HSA=-0.547. (3) Drug 1: CC1C(C(=O)NC(C(=O)N2CCCC2C(=O)N(CC(=O)N(C(C(=O)O1)C(C)C)C)C)C(C)C)NC(=O)C3=C4C(=C(C=C3)C)OC5=C(C(=O)C(=C(C5=N4)C(=O)NC6C(OC(=O)C(N(C(=O)CN(C(=O)C7CCCN7C(=O)C(NC6=O)C(C)C)C)C)C(C)C)C)N)C. Drug 2: CC12CCC3C(C1CCC2OP(=O)(O)O)CCC4=C3C=CC(=C4)OC(=O)N(CCCl)CCCl.[Na+]. Cell line: NCI-H522. Synergy scores: CSS=61.7, Synergy_ZIP=16.6, Synergy_Bliss=21.2, Synergy_Loewe=10.6, Synergy_HSA=24.0. (4) Drug 1: CC1=C2C(C(=O)C3(C(CC4C(C3C(C(C2(C)C)(CC1OC(=O)C(C(C5=CC=CC=C5)NC(=O)C6=CC=CC=C6)O)O)OC(=O)C7=CC=CC=C7)(CO4)OC(=O)C)O)C)OC(=O)C. Drug 2: C1CN(CCN1C(=O)CCBr)C(=O)CCBr. Cell line: ACHN. Synergy scores: CSS=53.3, Synergy_ZIP=-7.95, Synergy_Bliss=-4.41, Synergy_Loewe=-3.81, Synergy_HSA=-1.12. (5) Drug 1: C1=NC2=C(N1)C(=S)N=C(N2)N. Drug 2: CCC1(CC2CC(C3=C(CCN(C2)C1)C4=CC=CC=C4N3)(C5=C(C=C6C(=C5)C78CCN9C7C(C=CC9)(C(C(C8N6C=O)(C(=O)OC)O)OC(=O)C)CC)OC)C(=O)OC)O.OS(=O)(=O)O. Cell line: SF-539. Synergy scores: CSS=34.7, Synergy_ZIP=-3.04, Synergy_Bliss=0.150, Synergy_Loewe=2.96, Synergy_HSA=3.50. (6) Drug 1: C1=C(C(=O)NC(=O)N1)F. Drug 2: CCC1(C2=C(COC1=O)C(=O)N3CC4=CC5=C(C=CC(=C5CN(C)C)O)N=C4C3=C2)O.Cl. Cell line: MOLT-4. Synergy scores: CSS=69.7, Synergy_ZIP=2.33, Synergy_Bliss=-1.82, Synergy_Loewe=0.104, Synergy_HSA=2.80. (7) Drug 1: CC1=C2C(C(=O)C3(C(CC4C(C3C(C(C2(C)C)(CC1OC(=O)C(C(C5=CC=CC=C5)NC(=O)C6=CC=CC=C6)O)O)OC(=O)C7=CC=CC=C7)(CO4)OC(=O)C)O)C)OC(=O)C. Drug 2: CN(C(=O)NC(C=O)C(C(C(CO)O)O)O)N=O. Cell line: ACHN. Synergy scores: CSS=8.13, Synergy_ZIP=-3.24, Synergy_Bliss=2.18, Synergy_Loewe=-16.1, Synergy_HSA=-2.04. (8) Drug 1: C(CC(=O)O)C(=O)CN.Cl. Drug 2: CC1=C(C(=O)C2=C(C1=O)N3CC4C(C3(C2COC(=O)N)OC)N4)N. Cell line: SN12C. Synergy scores: CSS=26.1, Synergy_ZIP=-11.4, Synergy_Bliss=-5.58, Synergy_Loewe=-20.8, Synergy_HSA=-5.14. (9) Drug 1: CN(C)N=NC1=C(NC=N1)C(=O)N. Drug 2: CCC1=C2CN3C(=CC4=C(C3=O)COC(=O)C4(CC)O)C2=NC5=C1C=C(C=C5)O. Cell line: CAKI-1. Synergy scores: CSS=54.6, Synergy_ZIP=-2.44, Synergy_Bliss=0.519, Synergy_Loewe=-6.34, Synergy_HSA=3.88. (10) Drug 1: C1=CC=C(C(=C1)C(C2=CC=C(C=C2)Cl)C(Cl)Cl)Cl. Drug 2: C1=NNC2=C1C(=O)NC=N2. Cell line: UACC62. Synergy scores: CSS=4.71, Synergy_ZIP=-1.17, Synergy_Bliss=0.996, Synergy_Loewe=-0.446, Synergy_HSA=0.870.